This data is from Full USPTO retrosynthesis dataset with 1.9M reactions from patents (1976-2016). The task is: Predict the reactants needed to synthesize the given product. (1) Given the product [CH2:3]([N:5]1[C:13]2[C:8](=[N:9][CH:10]=[CH:11][CH:12]=2)[C:7]([C:14]2[CH:19]=[CH:18][C:17]([O:20][C:22]3[N:26]([CH2:27][O:28][CH2:29][CH2:30][Si:31]([CH3:33])([CH3:34])[CH3:32])[C:25]4[CH:35]=[CH:36][CH:37]=[CH:38][C:24]=4[N:23]=3)=[CH:16][CH:15]=2)=[N:6]1)[CH3:4], predict the reactants needed to synthesize it. The reactants are: [H-].[Na+].[CH2:3]([N:5]1[C:13]2[C:8](=[N:9][CH:10]=[CH:11][CH:12]=2)[C:7]([C:14]2[CH:19]=[CH:18][C:17]([OH:20])=[CH:16][CH:15]=2)=[N:6]1)[CH3:4].Cl[C:22]1[N:26]([CH2:27][O:28][CH2:29][CH2:30][Si:31]([CH3:34])([CH3:33])[CH3:32])[C:25]2[CH:35]=[CH:36][CH:37]=[CH:38][C:24]=2[N:23]=1.O. (2) Given the product [C:30]([C:12]1[C:11]2[C:15](=[CH:16][C:17]([CH3:18])=[C:9]([O:8][CH2:1][C:2]3[CH:7]=[CH:6][CH:5]=[CH:4][CH:3]=3)[CH:10]=2)[N:14]([CH2:19][C:20]([O:22][CH3:23])=[O:21])[N:13]=1)(=[O:32])[CH3:31], predict the reactants needed to synthesize it. The reactants are: [CH2:1]([O:8][C:9]1[CH:10]=[C:11]2[C:15](=[CH:16][C:17]=1[CH3:18])[N:14]([CH2:19][C:20]([O:22][CH3:23])=[O:21])[N:13]=[C:12]2I)[C:2]1[CH:7]=[CH:6][CH:5]=[CH:4][CH:3]=1.C([Sn](CCCC)(CCCC)[C:30]([O:32]CC)=[CH2:31])CCC. (3) The reactants are: [CH3:1][O:2][CH2:3][CH:4]([OH:6])[CH3:5].[S:7](Cl)([C:10]1[CH:16]=[CH:15][C:13]([CH3:14])=[CH:12][CH:11]=1)(=[O:9])=[O:8].Cl. Given the product [CH3:1][O:2][CH2:3][CH:4]([O:6][S:7]([C:10]1[CH:16]=[CH:15][C:13]([CH3:14])=[CH:12][CH:11]=1)(=[O:9])=[O:8])[CH3:5], predict the reactants needed to synthesize it.